This data is from Reaction yield outcomes from USPTO patents with 853,638 reactions. The task is: Predict the reaction yield, written as a fraction of the theoretical maximum amount of product (1.0 means a 100% yield; for example, 0.34 means a 34% yield). The reactants are [Cl:1][C:2]1[N:7]=[C:6](Cl)[C:5]2[CH2:9][CH2:10][CH2:11][C:4]=2[N:3]=1.[C:12]([O:16][C:17]([N:19]1[CH2:24][CH2:23][CH:22]([NH2:25])[CH2:21][CH2:20]1)=[O:18])([CH3:15])([CH3:14])[CH3:13]. The catalyst is CN(C=O)C. The product is [C:12]([O:16][C:17]([N:19]1[CH2:24][CH2:23][CH:22]([NH:25][C:6]2[C:5]3[CH2:9][CH2:10][CH2:11][C:4]=3[N:3]=[C:2]([Cl:1])[N:7]=2)[CH2:21][CH2:20]1)=[O:18])([CH3:15])([CH3:13])[CH3:14]. The yield is 0.470.